This data is from Catalyst prediction with 721,799 reactions and 888 catalyst types from USPTO. The task is: Predict which catalyst facilitates the given reaction. Reactant: Br[C:2]1[CH:3]=[N:4][CH:5]=[C:6]([Br:8])[CH:7]=1.[CH:9]([C:11]1[CH:16]=[CH:15][N:14]=[CH:13][CH:12]=1)=[CH2:10].C1(C)C=CC=CC=1P(C1C=CC=CC=1C)C1C=CC=CC=1C.C(N(CC)CC)C. Product: [Br:8][C:6]1[CH:5]=[N:4][CH:3]=[C:2](/[CH:10]=[CH:9]/[C:11]2[CH:16]=[CH:15][N:14]=[CH:13][CH:12]=2)[CH:7]=1. The catalyst class is: 524.